The task is: Predict the product of the given reaction.. This data is from Forward reaction prediction with 1.9M reactions from USPTO patents (1976-2016). Given the reactants [C:1]([O:5][C:6]([NH:8][C@H:9]([CH2:29][C:30]1[CH:35]=[C:34]([F:36])[C:33]([F:37])=[CH:32][C:31]=1[F:38])[CH2:10][C:11]([N:13]1[CH2:18][CH2:17][N:16]2[C:19]([C:25]([F:28])([F:27])[F:26])=[N:20][C:21]([C:22](O)=[O:23])=[C:15]2[CH2:14]1)=[O:12])=[O:7])([CH3:4])([CH3:3])[CH3:2].[NH:39]1[CH2:43][CH2:42][C@@H:41]([OH:44])[CH2:40]1.O=C1N([ClH]P([ClH]N2CCOC2=O)=O)CCO1.C(N(CC)CC)C, predict the reaction product. The product is: [C:1]([O:5][C:6](=[O:7])[NH:8][C@H:9]([CH2:29][C:30]1[CH:35]=[C:34]([F:36])[C:33]([F:37])=[CH:32][C:31]=1[F:38])[CH2:10][C:11]([N:13]1[CH2:18][CH2:17][N:16]2[C:19]([C:25]([F:27])([F:28])[F:26])=[N:20][C:21]([C:22]([N:39]3[CH2:43][CH2:42][C@@H:41]([OH:44])[CH2:40]3)=[O:23])=[C:15]2[CH2:14]1)=[O:12])([CH3:4])([CH3:3])[CH3:2].